Dataset: Catalyst prediction with 721,799 reactions and 888 catalyst types from USPTO. Task: Predict which catalyst facilitates the given reaction. Reactant: [NH2:1][CH2:2][C:3]1[C:4]([F:23])=[C:5]([O:10][C:11]2[CH:12]=[C:13]([CH:16]=[C:17]([C:19]([F:22])([F:21])[F:20])[CH:18]=2)[C:14]#[N:15])[C:6]([Cl:9])=[CH:7][CH:8]=1.[Br:24][C:25]1[N:26]=[C:27]([CH3:33])[NH:28][C:29]=1[C:30]([OH:32])=[O:31].CN(C(ON1N=NC2C=CC=NC1=2)=[N+](C)C)C.F[P-](F)(F)(F)(F)F.C(N(C(C)C)CC)(C)C.CN([CH:70]=[O:71])C. Product: [F:20][C:19]([F:22])([F:21])[C:70]([OH:71])=[O:31].[Br:24][C:25]1[N:26]=[C:27]([CH3:33])[NH:28][C:29]=1[C:30]([NH:1][CH2:2][C:3]1[CH:8]=[CH:7][C:6]([Cl:9])=[C:5]([O:10][C:11]2[CH:18]=[C:17]([C:19]([F:20])([F:21])[F:22])[CH:16]=[C:13]([C:14]#[N:15])[CH:12]=2)[C:4]=1[F:23])=[O:32]. The catalyst class is: 25.